Dataset: Reaction yield outcomes from USPTO patents with 853,638 reactions. Task: Predict the reaction yield, written as a fraction of the theoretical maximum amount of product (1.0 means a 100% yield; for example, 0.34 means a 34% yield). (1) The product is [Br-:18].[N:1](=[CH:19]/[C:20]1[CH:21]=[CH:22][C:23]([O:27][CH2:28][CH2:29][CH2:30][CH2:31][CH2:32][CH2:33][N+:35]2[CH:40]=[CH:39][CH:38]=[CH:37][CH:36]=2)=[CH:24][C:25]=1[OH:26])\[N:2]=[CH:3]\[C:4]1[CH:5]=[CH:6][C:7]([O:11][CH2:12][CH2:13][CH2:14][CH2:15][CH2:16][CH2:17][N+:35]2[CH:40]=[CH:39][CH:38]=[CH:37][CH:36]=2)=[CH:8][C:9]=1[OH:10].[Br-:18]. The yield is 0.930. No catalyst specified. The reactants are [N:1](=[CH:19]/[C:20]1[C:25]([OH:26])=[CH:24][C:23]([O:27][CH2:28][CH2:29][CH2:30][CH2:31][CH2:32][CH2:33]Br)=[CH:22][CH:21]=1)\[N:2]=[CH:3]\[C:4]1[C:9]([OH:10])=[CH:8][C:7]([O:11][CH2:12][CH2:13][CH2:14][CH2:15][CH2:16][CH2:17][Br:18])=[CH:6][CH:5]=1.[N:35]1[CH:40]=[CH:39][CH:38]=[CH:37][CH:36]=1. (2) The reactants are [S:1]1[CH:5]=[CH:4][CH:3]=[C:2]1[CH2:6][C:7]#[N:8].Br[CH:10]([CH3:12])[CH3:11].[OH-].[K+].O. The catalyst is CS(C)=O. The product is [CH3:11][CH:10]([CH3:12])[CH:6]([C:2]1[S:1][CH:5]=[CH:4][CH:3]=1)[C:7]#[N:8]. The yield is 0.727. (3) The reactants are [CH3:1][O:2][C:3]([C@H:5]1[N:9]2[C:10](=[O:33])[C:11]([NH:28][S:29]([CH3:32])(=[O:31])=[O:30])=[C:12]([CH2:17][C:18]3[C:27]4[C:22](=[CH:23][CH:24]=[CH:25][CH:26]=4)[CH:21]=[CH:20][CH:19]=3)[C:13]([CH:14]3[CH2:16][CH2:15]3)=[C:8]2[S:7][CH2:6]1)=[O:4].CO[C:36]([C@H:38]1N2C(=O)C(N)=C(CC3C4C(=CC=CC=4)C=CC=3)C(C3C=CC=CC=3)=C2S[CH2:39]1)=O.CS(Cl)(=O)=O. The catalyst is N1C=CC=CC=1. The product is [CH3:1][O:2][C:3]([C@H:5]1[N:9]2[C:10](=[O:33])[C:11]([NH:28][S:29]([CH3:32])(=[O:30])=[O:31])=[C:12]([CH2:17][C:18]3[C:27]4[C:22](=[CH:23][CH:24]=[CH:25][CH:26]=4)[CH:21]=[CH:20][CH:19]=3)[C:13]([C:14]3[CH:39]=[CH:38][CH:36]=[CH:16][CH:15]=3)=[C:8]2[S:7][CH2:6]1)=[O:4]. The yield is 0.840. (4) The reactants are CC(C)(C)C([NH:5][C:6]1[CH:11]=[CH:10][CH:9]=[C:8]([O:12][CH3:13])[C:7]=1/[CH:14]=[CH:15]/[C:16](=O)[C:17]1[CH:22]=[CH:21][CH:20]=[CH:19][CH:18]=1)=O.C([O-])(O)=O.[Na+]. The catalyst is S(=O)(=O)(O)O. The product is [CH3:13][O:12][C:8]1[CH:9]=[CH:10][CH:11]=[C:6]2[C:7]=1[CH:14]=[CH:15][C:16]([C:17]1[CH:22]=[CH:21][CH:20]=[CH:19][CH:18]=1)=[N:5]2. The yield is 0.960. (5) The reactants are [Cl-].O[NH3+:3].[C:4](=[O:7])([O-])[OH:5].[Na+].CS(C)=O.[CH2:13]([C:17]1[N:18]=[CH:19][N:20]([CH2:39][C:40]2[CH:45]=[CH:44][C:43]([F:46])=[CH:42][CH:41]=2)[C:21](=[O:38])[C:22]=1[CH2:23][C:24]1[CH:29]=[CH:28][C:27]([C:30]2[C:31]([C:36]#[N:37])=[CH:32][CH:33]=[CH:34][CH:35]=2)=[CH:26][CH:25]=1)[CH2:14][CH2:15][CH3:16]. The catalyst is C(OCC)(=O)C. The product is [CH2:13]([C:17]1[N:18]=[CH:19][N:20]([CH2:39][C:40]2[CH:45]=[CH:44][C:43]([F:46])=[CH:42][CH:41]=2)[C:21](=[O:38])[C:22]=1[CH2:23][C:24]1[CH:25]=[CH:26][C:27]([C:30]2[CH:35]=[CH:34][CH:33]=[CH:32][C:31]=2[C:36]2[NH:3][C:4](=[O:7])[O:5][N:37]=2)=[CH:28][CH:29]=1)[CH2:14][CH2:15][CH3:16]. The yield is 0.620. (6) The reactants are [C:1]([O:5][CH:6]([C:11]1[C:16]([CH3:17])=[CH:15][CH:14]=[C:13](OS(C(F)(F)F)(=O)=O)[C:12]=1[C:26]1[C:27]([CH3:36])=[C:28]2[C:33](=[CH:34][CH:35]=1)[O:32][CH2:31][CH2:30][CH2:29]2)[C:7]([O:9][CH3:10])=[O:8])([CH3:4])([CH3:3])[CH3:2].C(=O)([O-])[O-].[K+].[K+].[CH:43](B1OC(C)(C)C(C)(C)O1)=[CH2:44]. The catalyst is O1CCOCC1.O.C1(P(C2C=CC=CC=2)C2C=CC=CC=2)C=CC=CC=1.C1(P(C2C=CC=CC=2)C2C=CC=CC=2)C=CC=CC=1.C1(P(C2C=CC=CC=2)C2C=CC=CC=2)C=CC=CC=1.C1(P(C2C=CC=CC=2)C2C=CC=CC=2)C=CC=CC=1.[Pd]. The product is [C:1]([O:5][CH:6]([C:11]1[C:16]([CH3:17])=[CH:15][CH:14]=[C:13]([CH:43]=[CH2:44])[C:12]=1[C:26]1[C:27]([CH3:36])=[C:28]2[C:33](=[CH:34][CH:35]=1)[O:32][CH2:31][CH2:30][CH2:29]2)[C:7]([O:9][CH3:10])=[O:8])([CH3:4])([CH3:3])[CH3:2]. The yield is 0.370. (7) The reactants are [Br:1][C:2]1[CH:7]=[CH:6][C:5]([Cl:8])=[CH:4][C:3]=1[CH2:9][C:10](O)=[O:11]. The catalyst is O1CCCC1. The product is [Br:1][C:2]1[CH:7]=[CH:6][C:5]([Cl:8])=[CH:4][C:3]=1[CH2:9][CH2:10][OH:11]. The yield is 0.960. (8) The reactants are Cl.Cl.Cl[CH2:4][C:5]1[N:6]=[C:7]([CH2:10][N:11]([CH3:13])[CH3:12])[S:8][CH:9]=1.[Cl:14][C:15]1[CH:16]=[C:17]([NH:22][C:23]2[C:32]3[C:27](=[CH:28][C:29]([OH:35])=[C:30]([O:33][CH3:34])[CH:31]=3)[N:26]=[CH:25][N:24]=2)[CH:18]=[CH:19][C:20]=1[Cl:21].C(=O)([O-])[O-].[K+].[K+].Cl.ClCC1N=C(CN(C)C)SC=1. The catalyst is CN(C=O)C. The product is [Cl:14][C:15]1[CH:16]=[C:17]([NH:22][C:23]2[C:32]3[C:27](=[CH:28][C:29]([O:35][CH2:4][C:5]4[N:6]=[C:7]([CH2:10][N:11]([CH3:13])[CH3:12])[S:8][CH:9]=4)=[C:30]([O:33][CH3:34])[CH:31]=3)[N:26]=[CH:25][N:24]=2)[CH:18]=[CH:19][C:20]=1[Cl:21]. The yield is 0.150.